From a dataset of Forward reaction prediction with 1.9M reactions from USPTO patents (1976-2016). Predict the product of the given reaction. (1) Given the reactants [CH3:1][N:2]([C:16]1[CH:21]=[CH:20][N:19]=[C:18]([C:22]2[CH:27]=[CH:26][CH:25]=[CH:24][CH:23]=2)[N:17]=1)[C:3]1[CH:8]=[CH:7][N:6]=[C:5]([NH:9][CH:10]2[CH2:15][CH2:14][NH:13][CH2:12][CH2:11]2)[N:4]=1.[C:28]([O:32][C:33](CC(O)=O)=[O:34])([CH3:31])([CH3:30])[CH3:29].C(Cl)CCl.C1C=CC2N([OH:52])N=NC=2C=1.[CH3:53][CH2:54][N:55](C(C)C)C(C)C, predict the reaction product. The product is: [CH3:1][N:2]([C:16]1[CH:21]=[CH:20][N:19]=[C:18]([C:22]2[CH:27]=[CH:26][CH:25]=[CH:24][CH:23]=2)[N:17]=1)[C:3]1[CH:8]=[CH:7][N:6]=[C:5]([NH:9][CH:10]2[CH2:15][CH2:14][N:13]([C:53](=[O:52])[CH2:54][NH:55][C:33](=[O:34])[O:32][C:28]([CH3:29])([CH3:30])[CH3:31])[CH2:12][CH2:11]2)[N:4]=1. (2) Given the reactants [CH2:1]([O:3][C:4](=[O:32])[CH:5]([C:10]1[CH:11]=[C:12]([C:22]2[CH:27]=[CH:26][C:25]([C:28]([F:31])([F:30])[F:29])=[CH:24][CH:23]=2)[CH:13]=[C:14]([C:16]2[CH:21]=[CH:20][CH:19]=[CH:18][N:17]=2)[CH:15]=1)[CH2:6][CH:7]([CH3:9])[CH3:8])[CH3:2].Cl.O1CCOCC1, predict the reaction product. The product is: [CH2:1]([O:3][C:4](=[O:32])[CH:5]([C:10]1[CH:11]=[C:12]([C:22]2[CH:23]=[CH:24][C:25]([C:28]([F:29])([F:30])[F:31])=[CH:26][CH:27]=2)[CH:13]=[C:14]([CH:16]2[CH2:21][CH2:20][CH2:19][CH2:18][NH:17]2)[CH:15]=1)[CH2:6][CH:7]([CH3:9])[CH3:8])[CH3:2]. (3) Given the reactants [C:1]([C:5]1[O:9][C:8]([NH:10][C:11]2[CH:12]=[CH:13][CH:14]=[C:15]3[C:20]=2[CH2:19][C:18](=[O:21])[CH2:17][CH2:16]3)=[N:7][CH:6]=1)([CH3:4])([CH3:3])[CH3:2].FC(F)(F)C1C=CC(C2OC(NC3C=CC=C4C=3CC(=O)CC4)=NC=2)=CC=1, predict the reaction product. The product is: [C:1]([C:5]1[O:9][C:8]([NH:10][C:11]2[CH:12]=[CH:13][CH:14]=[C:15]3[C:20]=2[CH2:19][CH:18]([OH:21])[CH2:17][CH2:16]3)=[N:7][CH:6]=1)([CH3:4])([CH3:2])[CH3:3]. (4) Given the reactants [NH2:1][CH2:2][CH2:3][CH2:4][S:5]([OH:7])=[O:6].C(=O)(O)[O-].[Na+].[C:13]([O:18][CH:19]([O:21][C:22](OC1CC(=O)NC1=O)=[O:23])[CH3:20])(=[O:17])[CH:14]([CH3:16])[CH3:15], predict the reaction product. The product is: [C:13]([O:18][CH:19]([O:21][C:22]([NH:1][CH2:2][CH2:3][CH2:4][S:5]([OH:7])=[O:6])=[O:23])[CH3:20])(=[O:17])[CH:14]([CH3:16])[CH3:15]. (5) Given the reactants [CH3:1][C:2]1[CH:3]=[N:4][N:5]([CH2:7][C:8]2[CH:13]=[CH:12][C:11]([CH2:14]O)=[CH:10][CH:9]=2)[CH:6]=1.S(Cl)([Cl:18])=O, predict the reaction product. The product is: [Cl:18][CH2:14][C:11]1[CH:12]=[CH:13][C:8]([CH2:7][N:5]2[CH:6]=[C:2]([CH3:1])[CH:3]=[N:4]2)=[CH:9][CH:10]=1. (6) Given the reactants C([Mg]Br)C.[CH3:5][Si:6]([CH3:12])([CH3:11])[O:7][CH2:8][C:9]#[CH:10].[N:13]1([C:20]([O:22][C:23]([CH3:26])([CH3:25])[CH3:24])=[O:21])[CH2:18][CH2:17][C:16](=[O:19])[CH2:15][CH2:14]1.[Cl-].[NH4+], predict the reaction product. The product is: [OH:19][C:16]1([C:10]#[C:9][CH2:8][O:7][Si:6]([CH3:12])([CH3:11])[CH3:5])[CH2:15][CH2:14][N:13]([C:20]([O:22][C:23]([CH3:26])([CH3:25])[CH3:24])=[O:21])[CH2:18][CH2:17]1. (7) Given the reactants [NH2:1][CH2:2][CH2:3][CH2:4][C@H:5]([NH:9][C:10]([C:12]1[S:13][C:14]([CH:17]([C:24]2[CH:29]=[CH:28][CH:27]=[CH:26][CH:25]=2)[C:18]2[CH:23]=[CH:22][CH:21]=[CH:20][CH:19]=2)=[CH:15][CH:16]=1)=[O:11])[C:6]([OH:8])=[O:7].[C:30]([OH:36])([C:32]([F:35])([F:34])[F:33])=[O:31].C(O)C.Cl.[C:41](=[NH:48])(OCC)[CH2:42][CH2:43][CH3:44], predict the reaction product. The product is: [C:41]([NH:1][CH2:2][CH2:3][CH2:4][C@H:5]([NH:9][C:10]([C:12]1[S:13][C:14]([CH:17]([C:18]2[CH:19]=[CH:20][CH:21]=[CH:22][CH:23]=2)[C:24]2[CH:29]=[CH:28][CH:27]=[CH:26][CH:25]=2)=[CH:15][CH:16]=1)=[O:11])[C:6]([OH:8])=[O:7])(=[NH:48])[CH2:42][CH2:43][CH3:44].[C:30]([OH:36])([C:32]([F:35])([F:34])[F:33])=[O:31]. (8) Given the reactants [F:1][C:2]1[C:3]([CH3:17])=[CH:4][CH:5]=[C:6]2[C:11]=1[N:10]=[C:9]([C:12]([O:14][CH3:15])=[O:13])[CH:8]=[C:7]2O.P(Br)(Br)([Br:20])=O, predict the reaction product. The product is: [Br:20][C:7]1[C:6]2[C:11](=[C:2]([F:1])[C:3]([CH3:17])=[CH:4][CH:5]=2)[N:10]=[C:9]([C:12]([O:14][CH3:15])=[O:13])[CH:8]=1. (9) Given the reactants [F:1][C:2]([F:40])([F:39])[CH2:3][O:4][CH2:5][CH2:6][O:7][CH2:8][CH2:9][O:10][CH2:11][CH2:12][O:13][CH2:14][CH2:15][O:16][CH2:17][CH2:18][O:19][CH2:20][CH2:21][O:22][CH2:23][CH2:24][O:25][CH2:26][CH2:27][O:28][CH2:29][CH2:30][O:31]CC1C=CC=CC=1, predict the reaction product. The product is: [F:1][C:2]([F:39])([F:40])[CH2:3][O:4][CH2:5][CH2:6][O:7][CH2:8][CH2:9][O:10][CH2:11][CH2:12][O:13][CH2:14][CH2:15][O:16][CH2:17][CH2:18][O:19][CH2:20][CH2:21][O:22][CH2:23][CH2:24][O:25][CH2:26][CH2:27][O:28][CH2:29][CH2:30][OH:31]. (10) Given the reactants [OH:1][C:2]1[CH:3]=[CH:4][C:5]2[C:17](=[O:18])[C:16]3[C:15]4[C:10](=[CH:11][C:12]([C:19]#[N:20])=[CH:13][CH:14]=4)[NH:9][C:8]=3[C:7]([CH3:22])([CH3:21])[C:6]=2[CH:23]=1.Cl[CH2:25][CH2:26][NH:27][C:28]([NH2:30])=[O:29], predict the reaction product. The product is: [C:19]([C:12]1[CH:11]=[C:10]2[C:15]([C:16]3[C:17](=[O:18])[C:5]4[CH:4]=[CH:3][C:2]([O:1][CH2:25][CH2:26][NH:27][C:28]([NH2:30])=[O:29])=[CH:23][C:6]=4[C:7]([CH3:21])([CH3:22])[C:8]=3[NH:9]2)=[CH:14][CH:13]=1)#[N:20].